Task: Predict which catalyst facilitates the given reaction.. Dataset: Catalyst prediction with 721,799 reactions and 888 catalyst types from USPTO (1) Reactant: [C:1]([O:5][C:6]([N:8]1[CH2:13][CH2:12][C:11]2[S:14][C:15]([CH2:17][CH2:18][C:19]([OH:21])=O)=[CH:16][C:10]=2[CH2:9]1)=[O:7])([CH3:4])([CH3:3])[CH3:2].CN1CCOCC1.ClC(OCC(C)C)=O.Cl.[Cl:38][C:39]1[CH:40]=[C:41]2[C:46](=[CH:47][CH:48]=1)[CH:45]=[C:44]([S:49]([N:52]1[CH2:57][CH2:56][NH:55][CH2:54][CH2:53]1)(=[O:51])=[O:50])[CH:43]=[CH:42]2. Product: [C:1]([O:5][C:6]([N:8]1[CH2:13][CH2:12][C:11]2[S:14][C:15]([CH2:17][CH2:18][C:19]([N:55]3[CH2:54][CH2:53][N:52]([S:49]([C:44]4[CH:43]=[CH:42][C:41]5[C:46](=[CH:47][CH:48]=[C:39]([Cl:38])[CH:40]=5)[CH:45]=4)(=[O:51])=[O:50])[CH2:57][CH2:56]3)=[O:21])=[CH:16][C:10]=2[CH2:9]1)=[O:7])([CH3:2])([CH3:4])[CH3:3]. The catalyst class is: 217. (2) Reactant: [CH3:1][C:2]1[C:3](=[O:15])[N:4]([CH2:12][CH:13]=O)[C:5]2[C:10]([CH:11]=1)=[CH:9][CH:8]=[CH:7][CH:6]=2.[O:16]1[C:21]2[CH:22]=[CH:23][C:24]([CH2:26][N:27]([CH:35]3[CH2:40][CH2:39][NH:38][CH2:37][CH2:36]3)[C:28](=[O:34])[O:29][C:30]([CH3:33])([CH3:32])[CH3:31])=[CH:25][C:20]=2[O:19][CH2:18][CH2:17]1.C(O[BH-](OC(=O)C)OC(=O)C)(=O)C.[Na+].C(=O)([O-])O.[Na+]. Product: [O:16]1[C:21]2[CH:22]=[CH:23][C:24]([CH2:26][N:27]([CH:35]3[CH2:40][CH2:39][N:38]([CH2:13][CH2:12][N:4]4[C:5]5[C:10](=[CH:9][CH:8]=[CH:7][CH:6]=5)[CH:11]=[C:2]([CH3:1])[C:3]4=[O:15])[CH2:37][CH2:36]3)[C:28](=[O:34])[O:29][C:30]([CH3:33])([CH3:31])[CH3:32])=[CH:25][C:20]=2[O:19][CH2:18][CH2:17]1. The catalyst class is: 671. (3) Reactant: Br[C:2]1[N:7]=[C:6]2[C:8]([C:19]([NH:21][C:22]([CH3:25])([CH3:24])[CH3:23])=[O:20])=[CH:9][N:10]([CH2:11][O:12][CH2:13][CH2:14][Si:15]([CH3:18])([CH3:17])[CH3:16])[C:5]2=[N:4][CH:3]=1.[CH2:26]([C:28]1[CH:29]=[CH:30][CH:31]=[C:32]2[C:36]=1[NH:35][N:34]=[C:33]2I)[CH3:27].C([Sn](CCCC)(CCCC)[Sn](CCCC)(CCCC)CCCC)CCC. Product: [C:22]([NH:21][C:19]([C:8]1[C:6]2=[N:7][C:2]([C:33]3[C:32]4[C:36](=[C:28]([CH2:26][CH3:27])[CH:29]=[CH:30][CH:31]=4)[NH:35][N:34]=3)=[CH:3][N:4]=[C:5]2[N:10]([CH2:11][O:12][CH2:13][CH2:14][Si:15]([CH3:18])([CH3:17])[CH3:16])[CH:9]=1)=[O:20])([CH3:25])([CH3:24])[CH3:23]. The catalyst class is: 128. (4) Reactant: [CH2:1]([C:8]1[C:16]2[C:11](=[CH:12][CH:13]=[CH:14][CH:15]=2)[NH:10][C:9]=1[C:17]([NH:19][NH2:20])=[O:18])[C:2]1[CH:7]=[CH:6][CH:5]=[CH:4][CH:3]=1.[Br:21][C:22]1[CH:29]=[CH:28][C:25]([CH:26]=O)=[CH:24][CH:23]=1. Product: [CH2:1]([C:8]1[C:16]2[C:11](=[CH:12][CH:13]=[CH:14][CH:15]=2)[NH:10][C:9]=1[C:17]([NH:19][N:20]=[CH:26][C:25]1[CH:28]=[CH:29][C:22]([Br:21])=[CH:23][CH:24]=1)=[O:18])[C:2]1[CH:3]=[CH:4][CH:5]=[CH:6][CH:7]=1. The catalyst class is: 8. (5) Reactant: [F:1][C:2]1[CH:7]=[CH:6][C:5]([N:8]2[C:12]([C:13](=[O:15])[CH3:14])=[C:11]([CH3:16])[N:10]=[N:9]2)=[CH:4][CH:3]=1.CC(OCC1C2C(=CC=CC=2)C(COC(C)=O)=C2C=1C=CC=C2)=O.[Br:41]Br. Product: [Br:41][CH2:14][C:13]([C:12]1[N:8]([C:5]2[CH:4]=[CH:3][C:2]([F:1])=[CH:7][CH:6]=2)[N:9]=[N:10][C:11]=1[CH3:16])=[O:15]. The catalyst class is: 22. (6) Reactant: [CH2:1]([CH2:3][NH2:4])[OH:2].[CH:5]1[C:9]2[N:10]=[CH:11][NH:12][C:13](=[O:14])[C:8]=2[NH:7][CH:6]=1.[CH2:15]=O. Product: [OH:2][CH2:1][CH2:3][NH:4][CH2:15][C:5]1[C:9]2[N:10]=[CH:11][NH:12][C:13](=[O:14])[C:8]=2[NH:7][CH:6]=1. The catalyst class is: 6.